This data is from Full USPTO retrosynthesis dataset with 1.9M reactions from patents (1976-2016). The task is: Predict the reactants needed to synthesize the given product. (1) The reactants are: NC1C=CC(F)=CC=1C(NC)=O.[CH3:13][C:14]1[C:23](=[O:24])[C:22]2[C:17](=[CH:18][CH:19]=[CH:20][C:21]=2[N+:25]([O-])=O)[NH:16][CH:15]=1. Given the product [NH2:25][C:21]1[CH:20]=[CH:19][CH:18]=[C:17]2[C:22]=1[C:23](=[O:24])[C:14]([CH3:13])=[CH:15][NH:16]2, predict the reactants needed to synthesize it. (2) Given the product [ClH:41].[F:1][C:2]1[C:32]([NH:33][S:34]([CH2:37][CH2:38][CH3:39])(=[O:36])=[O:35])=[CH:31][CH:30]=[C:29]([F:40])[C:3]=1[C:4]([NH:6][C:7]1[CH:8]=[C:9]2[C:15]([CH:16]3[CH2:21][CH2:20][NH:19][CH2:18][CH2:17]3)=[N:14][NH:13][C:10]2=[N:11][CH:12]=1)=[O:5], predict the reactants needed to synthesize it. The reactants are: [F:1][C:2]1[C:32]([NH:33][S:34]([CH2:37][CH2:38][CH3:39])(=[O:36])=[O:35])=[CH:31][CH:30]=[C:29]([F:40])[C:3]=1[C:4]([NH:6][C:7]1[CH:8]=[C:9]2[C:15]([CH:16]3[CH2:21][CH2:20][N:19](C(OC(C)(C)C)=O)[CH2:18][CH2:17]3)=[N:14][NH:13][C:10]2=[N:11][CH:12]=1)=[O:5].[ClH:41].O1CCOCC1. (3) Given the product [ClH:36].[ClH:36].[CH3:1][C:2]1[C:7]([C:8]2[C:9](=[O:35])[NH:10][C:11](=[O:34])[N:12]([CH2:14][CH2:15][CH2:16][CH2:17][N:18]3[CH2:23][C@H:22]4[C@:20]([C:24]5[CH:25]=[CH:26][C:27]([C:30]([F:31])([F:33])[F:32])=[CH:28][CH:29]=5)([CH2:21]4)[CH2:19]3)[CH:13]=2)=[CH:6][CH:5]=[CH:4][N:3]=1, predict the reactants needed to synthesize it. The reactants are: [CH3:1][C:2]1[C:7]([C:8]2[C:9](=[O:35])[NH:10][C:11](=[O:34])[N:12]([CH2:14][CH2:15][CH2:16][CH2:17][N:18]3[CH2:23][C@H:22]4[C@:20]([C:24]5[CH:29]=[CH:28][C:27]([C:30]([F:33])([F:32])[F:31])=[CH:26][CH:25]=5)([CH2:21]4)[CH2:19]3)[CH:13]=2)=[CH:6][CH:5]=[CH:4][N:3]=1.[ClH:36].O1CCOCC1. (4) Given the product [CH2:45]([O:28][C:7]1[C:8]([CH:9]2[CH2:10][CH2:11][CH2:12][CH2:13]2)=[N:38][CH:4]=[CH:5][CH:6]=1)[C:39]1[CH:44]=[CH:43][CH:42]=[CH:41][CH:40]=1, predict the reactants needed to synthesize it. The reactants are: COC1[CH:4]=[CH:5][CH:6]=[C:7]([O:28]C)[C:8]=1[C:9]1[CH:10]=[CH:11][CH:12]=[CH:13]C=1P(C1CCCCC1)C1CCCCC1.[Br-].C1([Zn+])CCCC1.[Cl-].[NH4+:38].[C:39]1([CH3:45])[CH:44]=[CH:43][CH:42]=[CH:41][CH:40]=1. (5) Given the product [C:1]([C:3]([C:11]1[S:12][CH:13]=[CH:14][CH:15]=1)([CH:8]([CH3:10])[CH3:9])[CH2:4][CH2:5][CH2:6][N:31]1[CH2:32][CH2:33][N:28]([CH2:27][CH2:26][O:25][C:23]2[CH:22]=[CH:21][CH:20]=[C:19]([CH2:18][O:17][CH3:16])[N:24]=2)[CH2:29][CH2:30]1)#[N:2], predict the reactants needed to synthesize it. The reactants are: [C:1]([C:3]([C:11]1[S:12][CH:13]=[CH:14][CH:15]=1)([CH:8]([CH3:10])[CH3:9])[CH2:4][CH2:5][CH2:6]I)#[N:2].[CH3:16][O:17][CH2:18][C:19]1[N:24]=[C:23]([O:25][CH2:26][CH2:27][N:28]2[CH2:33][CH2:32][NH:31][CH2:30][CH2:29]2)[CH:22]=[CH:21][CH:20]=1. (6) Given the product [CH2:1]([O:5][C:6]1[C:11]([I:14])=[C:10]([NH2:12])[CH:9]=[C:8]([CH3:13])[N:7]=1)[CH2:2][CH2:3][CH3:4], predict the reactants needed to synthesize it. The reactants are: [CH2:1]([O:5][C:6]1[CH:11]=[C:10]([NH2:12])[CH:9]=[C:8]([CH3:13])[N:7]=1)[CH2:2][CH2:3][CH3:4].[I:14]N1C(=O)CCC1=O.